This data is from Catalyst prediction with 721,799 reactions and 888 catalyst types from USPTO. The task is: Predict which catalyst facilitates the given reaction. (1) Reactant: [F:1][C:2]1[CH:9]=[C:8]([F:10])[CH:7]=[CH:6][C:3]=1[CH:4]=O.[N:11]1([C:17]([O:19][C:20]([CH3:23])([CH3:22])[CH3:21])=[O:18])[CH2:16][CH2:15][NH:14][CH2:13][CH2:12]1.O. Product: [F:1][C:2]1[CH:9]=[C:8]([F:10])[CH:7]=[CH:6][C:3]=1[CH2:4][N:14]1[CH2:13][CH2:12][N:11]([C:17]([O:19][C:20]([CH3:23])([CH3:22])[CH3:21])=[O:18])[CH2:16][CH2:15]1. The catalyst class is: 2. (2) The catalyst class is: 3. Reactant: [CH3:1][O:2][C:3]1[CH:8]=[CH:7][C:6]([CH2:9][N:10]2[C:18]3[C:17](=[O:19])[N:16]([C:20]4[CH:25]=[CH:24][CH:23]=[CH:22][C:21]=4[O:26][CH2:27][C:28]4[CH:33]=[CH:32][CH:31]=[CH:30][CH:29]=4)[C:15](=[O:34])[NH:14][C:13]=3[N:12]=[CH:11]2)=[CH:5][CH:4]=1.I[CH2:36][CH2:37][CH2:38][CH2:39][CH3:40].C([O-])([O-])=O.[Na+].[Na+]. Product: [CH3:1][O:2][C:3]1[CH:8]=[CH:7][C:6]([CH2:9][N:10]2[C:18]3[C:17](=[O:19])[N:16]([C:20]4[CH:25]=[CH:24][CH:23]=[CH:22][C:21]=4[O:26][CH2:27][C:28]4[CH:29]=[CH:30][CH:31]=[CH:32][CH:33]=4)[C:15](=[O:34])[N:14]([CH2:36][CH2:37][CH2:38][CH2:39][CH3:40])[C:13]=3[N:12]=[CH:11]2)=[CH:5][CH:4]=1. (3) Reactant: [Cl:1][C:2]1[N+:7]([O-])=[CH:6][C:5]([CH2:9][N:10]2[CH2:15][CH2:14][N:13]([CH3:16])[CH2:12][CH2:11]2)=[CH:4][CH:3]=1.[O:17]=[C:18]1[CH2:26][C:25]2[C:20](=[CH:21][C:22]([C:27]#[N:28])=[CH:23][CH:24]=2)[NH:19]1.C[Si]([N-][Si](C)(C)C)(C)C.[Na+].P(Cl)(Cl)Cl. Product: [ClH:1].[OH:17][C:18]1[NH:19][C:20]2[C:25]([C:26]=1[C:2]1[CH:3]=[CH:4][C:5]([CH2:9][N:10]3[CH2:15][CH2:14][N:13]([CH3:16])[CH2:12][CH2:11]3)=[CH:6][N:7]=1)=[CH:24][CH:23]=[C:22]([C:27]#[N:28])[CH:21]=2. The catalyst class is: 7. (4) The catalyst class is: 12. Product: [Cl-:1].[CH:2]1([C:8]2([CH2:23][S:24][CH3:25])[CH2:14][CH:13]3[NH2+:15][CH:10]([CH2:11][CH2:12]3)[CH2:9]2)[CH2:3][CH2:4][CH2:5][CH2:6][CH2:7]1. Reactant: [ClH:1].[CH:2]1([C:8]2([CH2:23][S:24][CH3:25])[CH2:14][CH:13]3[N:15](C(OC(C)(C)C)=O)[CH:10]([CH2:11][CH2:12]3)[CH2:9]2)[CH2:7][CH2:6][CH2:5][CH2:4][CH2:3]1. (5) Reactant: [Cl:1][C:2]1[CH:7]=[CH:6][C:5]([CH2:8][C:9]([OH:11])=[O:10])=[CH:4][CH:3]=1. Product: [Cl:1][C:2]1[CH:3]=[CH:4][C:5]([CH2:8][C:9]([O:11][C:5]([CH3:8])([CH3:6])[CH3:4])=[O:10])=[CH:6][CH:7]=1. The catalyst class is: 11. (6) Reactant: [F:1][C:2]1[CH:7]=[C:6]([F:8])[CH:5]=[CH:4][C:3]=1[C:9]1([NH:12][C:13]([C:15]2[C:16](=[O:33])[C:17]([O:31][CH3:32])=[C:18]([C:27]([O:29][CH3:30])=[O:28])[N:19]([CH2:21][CH:22]([O:25]C)[O:23]C)[CH:20]=2)=[O:14])[CH2:11][CH2:10]1.CS(O)(=O)=O. Product: [F:1][C:2]1[CH:7]=[C:6]([F:8])[CH:5]=[CH:4][C:3]=1[C:9]1([NH:12][C:13]([C:15]2[C:16](=[O:33])[C:17]([O:31][CH3:32])=[C:18]([C:27]([O:29][CH3:30])=[O:28])[N:19]([CH2:21][CH:22]([OH:23])[OH:25])[CH:20]=2)=[O:14])[CH2:10][CH2:11]1. The catalyst class is: 477. (7) Reactant: [CH3:1][O:2][C:3]1[CH:12]=[C:11]([O:13][CH3:14])[CH:10]=[C:9]2[C:4]=1[C:5](=[O:28])[NH:6][C:7]([C:15]1[CH:25]=[C:24]([CH3:26])[C:18]([O:19][CH2:20][C:21](O)=[O:22])=[C:17]([CH3:27])[CH:16]=1)=[N:8]2.Cl.C(N=C=NCCCN(C)C)C.O.ON1C2C=CC=CC=2N=N1.CN1CCOCC1.[CH2:59]([NH2:66])[C:60]1[CH:65]=[CH:64][CH:63]=[CH:62][CH:61]=1. Product: [CH2:59]([NH:66][C:21](=[O:22])[CH2:20][O:19][C:18]1[C:17]([CH3:27])=[CH:16][C:15]([C:7]2[NH:6][C:5](=[O:28])[C:4]3[C:9](=[CH:10][C:11]([O:13][CH3:14])=[CH:12][C:3]=3[O:2][CH3:1])[N:8]=2)=[CH:25][C:24]=1[CH3:26])[C:60]1[CH:65]=[CH:64][CH:63]=[CH:62][CH:61]=1. The catalyst class is: 3. (8) Reactant: [CH3:1][O:2][NH:3][CH:4]([CH3:24])[CH2:5][CH2:6][CH2:7][N:8]1[C:20]2[C:19]3[CH:18]=[CH:17][CH:16]=[CH:15][C:14]=3[N:13]=[CH:12][C:11]=2[N:10]=[C:9]1[CH2:21][CH2:22][CH3:23].[C:25]1([N:31]=[C:32]=[O:33])[CH:30]=[CH:29][CH:28]=[CH:27][CH:26]=1. Product: [CH2:21]([C:9]1[N:8]([CH2:7][CH2:6][CH2:5][CH:4]([N:3]([O:2][CH3:1])[C:32]([NH:31][C:25]2[CH:30]=[CH:29][CH:28]=[CH:27][CH:26]=2)=[O:33])[CH3:24])[C:20]2[C:19]3[CH:18]=[CH:17][CH:16]=[CH:15][C:14]=3[N:13]=[CH:12][C:11]=2[N:10]=1)[CH2:22][CH3:23]. The catalyst class is: 7. (9) Reactant: [CH3:1][N:2]([CH3:17])[C:3]([C:5]1[S:9][C:8]2[CH:10]=[CH:11][CH:12]=[C:13]([O:14][CH2:15]O)[C:7]=2[CH:6]=1)=[O:4].C(=O)([O-])[O-].[K+].[K+].S(C1C=CC([N+]([O-])=O)=CC=1)(OC[C@H:29]1[O:31][CH2:30]1)(=O)=O. Product: [CH2:15]([O:14][C:13]1[C:7]2[CH:6]=[C:5]([C:3]([N:2]([CH3:17])[CH3:1])=[O:4])[S:9][C:8]=2[CH:10]=[CH:11][CH:12]=1)[C@H:30]1[O:31][CH2:29]1. The catalyst class is: 3.